From a dataset of Reaction yield outcomes from USPTO patents with 853,638 reactions. Predict the reaction yield, written as a fraction of the theoretical maximum amount of product (1.0 means a 100% yield; for example, 0.34 means a 34% yield). (1) The catalyst is CO.[Pd]. The product is [CH3:1][O:2][C:3]1[CH:8]=[CH:7][C:6]([C:9]([F:10])([F:11])[F:12])=[CH:5][C:4]=1[NH2:13]. The yield is 0.990. The reactants are [CH3:1][O:2][C:3]1[CH:8]=[CH:7][C:6]([C:9]([F:12])([F:11])[F:10])=[CH:5][C:4]=1[N+:13]([O-])=O. (2) The reactants are [C:1]1([C:7]2[N:8]=[C:9]3[C@H:14]([CH2:15][C:16]4[CH:21]=[CH:20][CH:19]=[CH:18][CH:17]=4)[NH:13][CH:12]([C:22]4[CH:27]=[CH:26][CH:25]=[CH:24][CH:23]=4)[CH2:11][N:10]3[CH:28]=2)[CH:6]=[CH:5][CH:4]=[CH:3][CH:2]=1.[CH3:29][O:30][CH2:31][C:32](Cl)=[O:33]. The catalyst is C(Cl)(Cl)Cl. The product is [CH3:29][O:30][CH2:31][C:32]([N:13]1[CH:12]([C:22]2[CH:23]=[CH:24][CH:25]=[CH:26][CH:27]=2)[CH2:11][N:10]2[CH:28]=[C:7]([C:1]3[CH:2]=[CH:3][CH:4]=[CH:5][CH:6]=3)[N:8]=[C:9]2[C@@H:14]1[CH2:15][C:16]1[CH:21]=[CH:20][CH:19]=[CH:18][CH:17]=1)=[O:33]. The yield is 0.680. (3) The reactants are [CH2:1]([O:8][C:9]1[CH:17]=[CH:16][C:12]([C:13]([OH:15])=[O:14])=[CH:11][CH:10]=1)[C:2]1[CH:7]=[CH:6][CH:5]=[CH:4][CH:3]=1.[CH3:18][C@@H:19](O)[CH2:20][CH2:21][CH2:22][CH:23]=[CH2:24].CN(C1C=CC=CN=1)C. The product is [CH3:24][C@@H:23]([O:14][C:13](=[O:15])[C:12]1[CH:11]=[CH:10][C:9]([O:8][CH2:1][C:2]2[CH:3]=[CH:4][CH:5]=[CH:6][CH:7]=2)=[CH:17][CH:16]=1)[CH2:22][CH2:21][CH2:20][CH:19]=[CH2:18]. The yield is 0.650. The catalyst is C1COCC1.C(N=C=NC(C)C)(C)C. (4) The reactants are [F:1][C:2]([F:22])([F:21])[C:3]1[NH:7][C:6]2[CH:8]=[CH:9][C:10]([NH:12][C:13](=[O:20])OCC(Cl)(Cl)Cl)=[CH:11][C:5]=2[N:4]=1.[C:23]1([C:29]2[N:33]=[C:32]([N:34]3[CH2:39][CH2:38][NH:37][CH2:36][CH2:35]3)[S:31][N:30]=2)[CH:28]=[CH:27][CH:26]=[CH:25][CH:24]=1.C(N(C(C)C)CC)(C)C.O. The catalyst is CS(C)=O. The product is [C:23]1([C:29]2[N:33]=[C:32]([N:34]3[CH2:39][CH2:38][N:37]([C:13]([NH:12][C:10]4[CH:9]=[CH:8][C:6]5[NH:7][C:3]([C:2]([F:1])([F:21])[F:22])=[N:4][C:5]=5[CH:11]=4)=[O:20])[CH2:36][CH2:35]3)[S:31][N:30]=2)[CH:24]=[CH:25][CH:26]=[CH:27][CH:28]=1. The yield is 0.328.